From a dataset of CYP3A4 inhibition data for predicting drug metabolism from PubChem BioAssay. Regression/Classification. Given a drug SMILES string, predict its absorption, distribution, metabolism, or excretion properties. Task type varies by dataset: regression for continuous measurements (e.g., permeability, clearance, half-life) or binary classification for categorical outcomes (e.g., BBB penetration, CYP inhibition). Dataset: cyp3a4_veith. (1) The compound is COc1cccc(C(c2c(C)[nH]n(-c3ccccc3)c2=O)c2c(C)[nH]n(-c3ccccc3)c2=O)c1O. The result is 0 (non-inhibitor). (2) The drug is CC(C)(C)NC[C@H](O)COc1cccc2c1CCC(=O)N2. The result is 0 (non-inhibitor). (3) The drug is CN(C)CCCNC(=O)CCc1nc2ccccc2c(=O)[nH]1. The result is 0 (non-inhibitor).